Dataset: Forward reaction prediction with 1.9M reactions from USPTO patents (1976-2016). Task: Predict the product of the given reaction. (1) Given the reactants C(N(C(C)C)CC)(C)C.[C:10]([O:14][C:15](=[O:23])[NH:16][CH:17]1[CH2:22][CH2:21][NH:20][CH2:19][CH2:18]1)([CH3:13])([CH3:12])[CH3:11].[N+:24]([C:27]1[CH:32]=[CH:31][C:30]([S:33](Cl)(=[O:35])=[O:34])=[CH:29][CH:28]=1)([O-:26])=[O:25], predict the reaction product. The product is: [C:10]([O:14][C:15](=[O:23])[NH:16][CH:17]1[CH2:22][CH2:21][N:20]([S:33]([C:30]2[CH:29]=[CH:28][C:27]([N+:24]([O-:26])=[O:25])=[CH:32][CH:31]=2)(=[O:34])=[O:35])[CH2:19][CH2:18]1)([CH3:13])([CH3:11])[CH3:12]. (2) Given the reactants [S:1]1[CH:5]=[CH:4][C:3]2[CH:6]=[CH:7][CH:8]=[C:9]([OH:10])[C:2]1=2.[CH3:11][C:12]1[O:16][C:15]([C:17]2[CH:22]=[CH:21][CH:20]=[CH:19][CH:18]=2)=[N:14][C:13]=1[CH2:23][CH2:24]OS(C)(=O)=O, predict the reaction product. The product is: [S:1]1[CH:5]=[CH:4][C:3]2[CH:6]=[CH:7][CH:8]=[C:9]([O:10][CH2:24][CH2:23][C:13]3[N:14]=[C:15]([C:17]4[CH:22]=[CH:21][CH:20]=[CH:19][CH:18]=4)[O:16][C:12]=3[CH3:11])[C:2]1=2. (3) Given the reactants [O:1]=[C:2]1[CH:11]=[CH:10][C:9]2[C:4](=[CH:5][CH:6]=[C:7]([C:12]([F:15])([F:14])[F:13])[CH:8]=2)[N:3]1[CH2:16][C:17](O)=[O:18].[NH2:20][C:21]1[S:25][CH:24]=[C:23]([C:26]#[N:27])[C:22]=1[C:28]1[S:32][CH:31]=[N:30][CH:29]=1, predict the reaction product. The product is: [C:26]([C:23]1[C:22]([C:28]2[S:32][CH:31]=[N:30][CH:29]=2)=[C:21]([NH:20][C:17](=[O:18])[CH2:16][N:3]2[C:4]3[C:9](=[CH:8][C:7]([C:12]([F:13])([F:14])[F:15])=[CH:6][CH:5]=3)[CH:10]=[CH:11][C:2]2=[O:1])[S:25][CH:24]=1)#[N:27]. (4) Given the reactants [CH2:1]([C:3]1[CH:43]=[CH:42][C:6]([CH2:7][C:8]2[CH:15]=[C:14]([C@:16]3([O:34][C@H:33]([CH2:35][O:36]C(=O)C)[C@@H:28]([O:29]C(=O)C)[C@H:23]([O:24]C(=O)C)[C@H:18]3[O:19]C(=O)C)[OH:17])[C:13]([O:40]C)=[CH:12][C:9]=2[C:10]#[N:11])=[CH:5][CH:4]=1)[CH3:2].Cl.[NH+]1C=CC=CC=1, predict the reaction product. The product is: [CH2:1]([C:3]1[CH:4]=[CH:5][C:6]([CH2:7][C:8]2[CH:15]=[C:14]([C@:16]3([O:34][C@H:33]([CH2:35][OH:36])[C@@H:28]([OH:29])[C@H:23]([OH:24])[C@H:18]3[OH:19])[OH:17])[C:13]([OH:40])=[CH:12][C:9]=2[C:10]#[N:11])=[CH:42][CH:43]=1)[CH3:2]. (5) Given the reactants [OH:1][CH2:2][CH2:3][O:4][C:5]1[CH:10]=[CH:9][C:8](I)=[CH:7][C:6]=1[C:12](=[O:14])[CH3:13].[Cl:15][C:16]1[CH:21]=[CH:20][C:19]([C:22]2[CH:23]=[CH:24][C:25]([C:28]#[CH:29])=[N:26][CH:27]=2)=[CH:18][CH:17]=1, predict the reaction product. The product is: [Cl:15][C:16]1[CH:17]=[CH:18][C:19]([C:22]2[CH:23]=[CH:24][C:25]([C:28]#[C:29][C:8]3[CH:9]=[CH:10][C:5]([O:4][CH2:3][CH2:2][OH:1])=[C:6]([C:12](=[O:14])[CH3:13])[CH:7]=3)=[N:26][CH:27]=2)=[CH:20][CH:21]=1. (6) Given the reactants N[CH:2]([C:4]([OH:6])=[O:5])[CH3:3].C1C=C(CN)C=C(CN)C=1.[C:28]([OH:30])(=[O:29])[CH2:27][CH2:26]CCCCCC[CH2:26][CH2:27][C:28]([OH:30])=[O:29].C(O)(=O)C1C=CC=C(C(O)=O)C=1, predict the reaction product. The product is: [C:4]([OH:6])(=[O:5])[CH2:2][CH2:3][CH2:26][CH2:27][C:28]([OH:30])=[O:29]. (7) The product is: [Cl:19][C:11]1[CH:12]=[C:13]([C:14]2[CH:18]=[CH:17][S:16][CH:15]=2)[C:7]2[O:6][C:5]([CH2:4][NH2:1])([CH3:20])[CH2:9][C:8]=2[CH:10]=1. Given the reactants [N:1]([CH2:4][C:5]1([CH3:20])[CH2:9][C:8]2[CH:10]=[C:11]([Cl:19])[CH:12]=[C:13]([C:14]3[CH:18]=[CH:17][S:16][CH:15]=3)[C:7]=2[O:6]1)=[N+]=[N-], predict the reaction product.